From a dataset of Full USPTO retrosynthesis dataset with 1.9M reactions from patents (1976-2016). Predict the reactants needed to synthesize the given product. (1) Given the product [NH2:2][CH2:1][CH:3]1[CH2:4][C:5]2([CH2:10][CH2:9][N:8]([C:11]([O:13][C:14]([CH3:17])([CH3:16])[CH3:15])=[O:12])[CH2:7]2)[CH2:6]1, predict the reactants needed to synthesize it. The reactants are: [C:1]([CH:3]1[CH2:6][C:5]2([CH2:10][CH2:9][N:8]([C:11]([O:13][C:14]([CH3:17])([CH3:16])[CH3:15])=[O:12])[CH2:7]2)[CH2:4]1)#[N:2].[OH-].[Na+]. (2) Given the product [CH3:1][O:2][C:3]1[CH:4]=[CH:5][C:6]2[CH2:20][CH2:19][CH2:18][CH2:17][CH2:16][C:15](=[O:21])[NH:14][CH2:13][C:12](=[O:22])[NH:11][C@H:10]([CH3:23])[C:9](=[O:24])[NH:8][C:7]=2[CH:25]=1, predict the reactants needed to synthesize it. The reactants are: [CH3:1][O:2][C:3]1[CH:4]=[CH:5][C:6]2=[C:7]([CH:25]=1)[NH:8][C:9](=[O:24])[C@@H:10]([CH3:23])[NH:11][C:12](=[O:22])[CH2:13][NH:14][C:15](=[O:21])[CH2:16][CH2:17][CH2:18][CH:19]=[CH:20]2. (3) Given the product [Br:1][C:2]1[CH:3]=[N:4][N:5]([CH2:14][CH2:15][N:18]([CH3:19])[CH3:17])[CH:6]=1, predict the reactants needed to synthesize it. The reactants are: [Br:1][C:2]1[CH:3]=[N:4][NH:5][CH:6]=1.C(=O)([O-])[O-].[Cs+].[Cs+].Br[CH2:14][CH2:15]Cl.[CH3:17][NH:18][CH3:19].C1COCC1. (4) Given the product [Cl:37][C:38]1[CH:43]=[C:42]([N:17]2[C:18]3[C:14](=[CH:13][C:12]([C:10]([N:7]4[CH2:6][CH2:5][N:4]([CH:1]([CH3:3])[CH3:2])[CH2:9][CH2:8]4)=[O:11])=[CH:20][CH:19]=3)[CH:15]=[C:16]2[C:21]([N:23]2[CH2:24][CH2:25][N:26]([C:29]([N:31]3[CH2:36][CH2:35][CH2:34][CH2:33][CH2:32]3)=[O:30])[CH2:27][CH2:28]2)=[O:22])[CH:41]=[CH:40][N:39]=1, predict the reactants needed to synthesize it. The reactants are: [CH:1]([N:4]1[CH2:9][CH2:8][N:7]([C:10]([C:12]2[CH:13]=[C:14]3[C:18](=[CH:19][CH:20]=2)[NH:17][C:16]([C:21]([N:23]2[CH2:28][CH2:27][N:26]([C:29]([N:31]4[CH2:36][CH2:35][CH2:34][CH2:33][CH2:32]4)=[O:30])[CH2:25][CH2:24]2)=[O:22])=[CH:15]3)=[O:11])[CH2:6][CH2:5]1)([CH3:3])[CH3:2].[Cl:37][C:38]1[CH:43]=[C:42](B(O)O)[CH:41]=[CH:40][N:39]=1.